This data is from Full USPTO retrosynthesis dataset with 1.9M reactions from patents (1976-2016). The task is: Predict the reactants needed to synthesize the given product. The reactants are: [C:1]([O:5][C:6]([N:8]1[CH2:12][C@@H:11]([CH2:13][N:14]([CH:31]([CH3:33])[CH3:32])[C:15](=[O:30])[C:16]2[CH:21]=[CH:20][C:19]([O:22][CH3:23])=[C:18]([O:24][CH2:25][CH2:26][CH2:27][O:28][CH3:29])[CH:17]=2)[C@H:10]([C:34](C)(C)[O:35][SiH2]C(C)(C)C)[CH2:9]1)=[O:7])([CH3:4])([CH3:3])[CH3:2].O.O.O.[F-].C([N+](CCCC)(CCCC)CCCC)CCC.CC#N.O.CC#N. Given the product [C:1]([O:5][C:6]([N:8]1[CH2:12][C@@H:11]([CH2:13][N:14]([CH:31]([CH3:32])[CH3:33])[C:15](=[O:30])[C:16]2[CH:21]=[CH:20][C:19]([O:22][CH3:23])=[C:18]([O:24][CH2:25][CH2:26][CH2:27][O:28][CH3:29])[CH:17]=2)[C@H:10]([CH2:34][OH:35])[CH2:9]1)=[O:7])([CH3:4])([CH3:3])[CH3:2], predict the reactants needed to synthesize it.